From a dataset of Human liver microsome stability data. Regression/Classification. Given a drug SMILES string, predict its absorption, distribution, metabolism, or excretion properties. Task type varies by dataset: regression for continuous measurements (e.g., permeability, clearance, half-life) or binary classification for categorical outcomes (e.g., BBB penetration, CYP inhibition). Dataset: hlm. (1) The compound is O=C(N[C@@H](Cc1c[nH]c2ccccc12)C(=O)Nc1ccncc1)c1ccc(N2CCN(Cc3ccc(F)cc3)CC2)cc1F. The result is 1 (stable in human liver microsomes). (2) The compound is CC(C)(C)[C@@H](C#N)NC(=O)n1c(=O)n(CCN2CCOCC2)c2ccccc21. The result is 1 (stable in human liver microsomes).